Dataset: Forward reaction prediction with 1.9M reactions from USPTO patents (1976-2016). Task: Predict the product of the given reaction. (1) Given the reactants [CH2:1]([N:5]1[CH:9]=[C:8]([C:10]2[CH:15]=[CH:14][C:13]([Cl:16])=[CH:12][C:11]=2[Cl:17])[N:7]=[C:6]1[C@@H:18]([NH:27][C:28]([C@H:30]1[CH2:35][CH2:34][C@H:33]([CH2:36][CH3:37])[CH2:32][CH2:31]1)=[O:29])[CH2:19][C:20]1[CH:25]=[CH:24][C:23]([OH:26])=[CH:22][CH:21]=1)/[CH:2]=[CH:3]/[CH3:4].Br[CH2:39][C:40]1[CH:49]=[CH:48][C:43]([C:44]([O:46]C)=[O:45])=[CH:42][CH:41]=1, predict the reaction product. The product is: [CH2:1]([N:5]1[CH:9]=[C:8]([C:10]2[CH:15]=[CH:14][C:13]([Cl:16])=[CH:12][C:11]=2[Cl:17])[N:7]=[C:6]1[C@@H:18]([NH:27][C:28]([C@H:30]1[CH2:35][CH2:34][C@H:33]([CH2:36][CH3:37])[CH2:32][CH2:31]1)=[O:29])[CH2:19][C:20]1[CH:21]=[CH:22][C:23]([O:26][CH2:39][C:40]2[CH:49]=[CH:48][C:43]([C:44]([OH:46])=[O:45])=[CH:42][CH:41]=2)=[CH:24][CH:25]=1)/[CH:2]=[CH:3]/[CH3:4]. (2) Given the reactants [CH3:1][O:2][C:3]1[CH:4]=[CH:5][C:6]([O:10][C:11]2[CH:12]=[C:13]3[C:18](=[CH:19][CH:20]=2)OC(C2C=CC=CC=2)CC3)=[C:7]([NH2:9])[CH:8]=1.[F:27][C:28]1[CH:29]=[C:30]([CH:34]2[CH2:42]C3C(=CC=C(O)C=3)[CH2:35]2)[CH:31]=[CH:32][CH:33]=1, predict the reaction product. The product is: [CH3:1][O:2][C:3]1[CH:4]=[CH:5][C:6]([O:10][C:11]2[CH:12]=[C:13]3[C:18](=[CH:19][CH:20]=2)[CH2:42][CH:34]([C:30]2[CH:31]=[CH:32][CH:33]=[C:28]([F:27])[CH:29]=2)[CH2:35]3)=[C:7]([NH2:9])[CH:8]=1. (3) Given the reactants CC(N=NC(C#N)(C)C)([C:4]#[N:5])C.C1C(=O)N(Br)C(=O)C1.[F:21][C:22]1[CH:27]=[CH:26][C:25]([C:28]2[O:46][C:31]3=[N:32][CH:33]=[C:34]([C:36]4[CH:37]=[C:38]([CH:43]=[CH:44][CH:45]=4)[C:39]([O:41][CH3:42])=[O:40])[CH:35]=[C:30]3[C:29]=2[CH:47]=[O:48])=[CH:24][CH:23]=1.CN, predict the reaction product. The product is: [F:21][C:22]1[CH:23]=[CH:24][C:25]([C:28]2[O:46][C:31]3=[N:32][CH:33]=[C:34]([C:36]4[CH:37]=[C:38]([CH:43]=[CH:44][CH:45]=4)[C:39]([O:41][CH3:42])=[O:40])[CH:35]=[C:30]3[C:29]=2[C:47](=[O:48])[NH:5][CH3:4])=[CH:26][CH:27]=1. (4) Given the reactants [OH:1][C:2]12[CH2:11][CH:6]3[CH2:7][CH:8]([CH2:10][CH:4]([C:5]3=[O:12])[CH2:3]1)[CH2:9]2.[CH3:13][C:14]([CH3:20])([CH3:19])[CH2:15][C:16](Cl)=[O:17].OP([O-])(O)=O.[K+], predict the reaction product. The product is: [O:12]=[C:5]1[CH:6]2[CH2:11][C:2]3([O:1][C:16](=[O:17])[CH2:15][C:14]([CH3:20])([CH3:19])[CH3:13])[CH2:9][CH:8]([CH2:10][CH:4]1[CH2:3]3)[CH2:7]2. (5) Given the reactants [C:1]1(=[O:8])[NH:7][CH2:6][CH2:5][CH2:4][CH2:3][CH2:2]1.Cl[C:10]([O:12][CH2:13][C:14]1[CH:19]=[CH:18][CH:17]=[CH:16][CH:15]=1)=[O:11].[OH-:20].[Na+], predict the reaction product. The product is: [CH2:13]([O:12][C:10]([NH:7][CH2:6][CH2:5][CH2:4][CH2:3][CH2:2][C:1]([OH:8])=[O:20])=[O:11])[C:14]1[CH:19]=[CH:18][CH:17]=[CH:16][CH:15]=1.